This data is from NCI-60 drug combinations with 297,098 pairs across 59 cell lines. The task is: Regression. Given two drug SMILES strings and cell line genomic features, predict the synergy score measuring deviation from expected non-interaction effect. (1) Drug 1: CCC1(CC2CC(C3=C(CCN(C2)C1)C4=CC=CC=C4N3)(C5=C(C=C6C(=C5)C78CCN9C7C(C=CC9)(C(C(C8N6C=O)(C(=O)OC)O)OC(=O)C)CC)OC)C(=O)OC)O.OS(=O)(=O)O. Drug 2: B(C(CC(C)C)NC(=O)C(CC1=CC=CC=C1)NC(=O)C2=NC=CN=C2)(O)O. Cell line: NCIH23. Synergy scores: CSS=19.0, Synergy_ZIP=-1.19, Synergy_Bliss=-3.43, Synergy_Loewe=-4.32, Synergy_HSA=-3.37. (2) Drug 1: C1CCC(CC1)NC(=O)N(CCCl)N=O. Drug 2: B(C(CC(C)C)NC(=O)C(CC1=CC=CC=C1)NC(=O)C2=NC=CN=C2)(O)O. Cell line: UO-31. Synergy scores: CSS=6.97, Synergy_ZIP=-4.00, Synergy_Bliss=-3.87, Synergy_Loewe=-1.45, Synergy_HSA=-1.28. (3) Drug 1: CC1=C2C(C(=O)C3(C(CC4C(C3C(C(C2(C)C)(CC1OC(=O)C(C(C5=CC=CC=C5)NC(=O)OC(C)(C)C)O)O)OC(=O)C6=CC=CC=C6)(CO4)OC(=O)C)OC)C)OC. Drug 2: C1=NC2=C(N1)C(=S)N=C(N2)N. Cell line: OVCAR-4. Synergy scores: CSS=26.2, Synergy_ZIP=-18.1, Synergy_Bliss=-17.7, Synergy_Loewe=-23.4, Synergy_HSA=-11.4. (4) Drug 1: C1C(C(OC1N2C=NC3=C(N=C(N=C32)Cl)N)CO)O. Drug 2: C1C(C(OC1N2C=NC3=C2NC=NCC3O)CO)O. Cell line: A498. Synergy scores: CSS=15.4, Synergy_ZIP=-3.45, Synergy_Bliss=-1.51, Synergy_Loewe=-9.47, Synergy_HSA=-3.52. (5) Drug 1: CC1=C2C(C(=O)C3(C(CC4C(C3C(C(C2(C)C)(CC1OC(=O)C(C(C5=CC=CC=C5)NC(=O)C6=CC=CC=C6)O)O)OC(=O)C7=CC=CC=C7)(CO4)OC(=O)C)O)C)OC(=O)C. Drug 2: C(=O)(N)NO. Cell line: SF-268. Synergy scores: CSS=35.8, Synergy_ZIP=0.703, Synergy_Bliss=6.63, Synergy_Loewe=-23.2, Synergy_HSA=3.92. (6) Drug 1: CCCCC(=O)OCC(=O)C1(CC(C2=C(C1)C(=C3C(=C2O)C(=O)C4=C(C3=O)C=CC=C4OC)O)OC5CC(C(C(O5)C)O)NC(=O)C(F)(F)F)O. Drug 2: C(CN)CNCCSP(=O)(O)O. Cell line: T-47D. Synergy scores: CSS=54.9, Synergy_ZIP=4.55, Synergy_Bliss=3.06, Synergy_Loewe=-33.1, Synergy_HSA=2.57. (7) Drug 1: CCCS(=O)(=O)NC1=C(C(=C(C=C1)F)C(=O)C2=CNC3=C2C=C(C=N3)C4=CC=C(C=C4)Cl)F. Drug 2: CC(C1=C(C=CC(=C1Cl)F)Cl)OC2=C(N=CC(=C2)C3=CN(N=C3)C4CCNCC4)N. Cell line: A498. Synergy scores: CSS=4.94, Synergy_ZIP=-2.57, Synergy_Bliss=-3.32, Synergy_Loewe=-6.42, Synergy_HSA=-3.88. (8) Drug 1: CCC1(CC2CC(C3=C(CCN(C2)C1)C4=CC=CC=C4N3)(C5=C(C=C6C(=C5)C78CCN9C7C(C=CC9)(C(C(C8N6C)(C(=O)OC)O)OC(=O)C)CC)OC)C(=O)OC)O.OS(=O)(=O)O. Drug 2: C1CCC(C(C1)N)N.C(=O)(C(=O)[O-])[O-].[Pt+4]. Cell line: COLO 205. Synergy scores: CSS=36.4, Synergy_ZIP=7.16, Synergy_Bliss=0.263, Synergy_Loewe=2.49, Synergy_HSA=2.55. (9) Drug 1: C1CCC(C1)C(CC#N)N2C=C(C=N2)C3=C4C=CNC4=NC=N3. Drug 2: N.N.Cl[Pt+2]Cl. Cell line: K-562. Synergy scores: CSS=10.5, Synergy_ZIP=-1.08, Synergy_Bliss=6.32, Synergy_Loewe=-0.396, Synergy_HSA=3.11. (10) Drug 1: CC12CCC3C(C1CCC2O)C(CC4=C3C=CC(=C4)O)CCCCCCCCCS(=O)CCCC(C(F)(F)F)(F)F. Drug 2: COCCOC1=C(C=C2C(=C1)C(=NC=N2)NC3=CC=CC(=C3)C#C)OCCOC.Cl. Cell line: OVCAR3. Synergy scores: CSS=-7.67, Synergy_ZIP=2.55, Synergy_Bliss=4.96, Synergy_Loewe=-12.3, Synergy_HSA=-5.90.